Dataset: Peptide-MHC class I binding affinity with 185,985 pairs from IEDB/IMGT. Task: Regression. Given a peptide amino acid sequence and an MHC pseudo amino acid sequence, predict their binding affinity value. This is MHC class I binding data. (1) The peptide sequence is ELPQWLSANR. The MHC is HLA-B07:02 with pseudo-sequence HLA-B07:02. The binding affinity (normalized) is 0. (2) The peptide sequence is RSLFNTVATLY. The MHC is HLA-A26:03 with pseudo-sequence HLA-A26:03. The binding affinity (normalized) is 0.0847. (3) The peptide sequence is EIDETCEHEY. The MHC is HLA-A29:02 with pseudo-sequence HLA-A29:02. The binding affinity (normalized) is 0.400. (4) The peptide sequence is ERYPGGVSL. The MHC is HLA-A02:16 with pseudo-sequence HLA-A02:16. The binding affinity (normalized) is 0.0847. (5) The peptide sequence is NRTVEEINR. The MHC is HLA-B27:05 with pseudo-sequence HLA-B27:05. The binding affinity (normalized) is 0.157. (6) The peptide sequence is ISFSFPDG. The MHC is H-2-Kb with pseudo-sequence H-2-Kb. The binding affinity (normalized) is 0.513. (7) The peptide sequence is YHSNVKEL. The MHC is Patr-A0301 with pseudo-sequence Patr-A0301. The binding affinity (normalized) is 0. (8) The peptide sequence is GTTATITPQA. The MHC is HLA-A30:01 with pseudo-sequence HLA-A30:01. The binding affinity (normalized) is 0.378. (9) The peptide sequence is PVDEYITTY. The MHC is HLA-A24:02 with pseudo-sequence HLA-A24:02. The binding affinity (normalized) is 0. (10) The peptide sequence is EIKDRILSY. The MHC is HLA-B58:01 with pseudo-sequence HLA-B58:01. The binding affinity (normalized) is 0.0847.